Predict which catalyst facilitates the given reaction. From a dataset of Catalyst prediction with 721,799 reactions and 888 catalyst types from USPTO. (1) Reactant: [CH:1]1([CH2:4][N:5]([CH2:12][CH2:13][CH2:14][OH:15])[CH:6]2[CH2:11][CH2:10][NH:9][CH2:8][CH2:7]2)[CH2:3][CH2:2]1.[F:16][C:17]([F:47])([F:46])[C:18]1[CH:19]=[C:20]([CH2:28][CH2:29][N:30]([CH3:45])[C:31](=[O:44])[C@H:32](OS(C)(=O)=O)[C:33]2[CH:38]=[CH:37][CH:36]=[CH:35][CH:34]=2)[CH:21]=[C:22]([C:24]([F:27])([F:26])[F:25])[CH:23]=1.C(N(CC)CC)C. Product: [F:16][C:17]([F:46])([F:47])[C:18]1[CH:19]=[C:20]([CH2:28][CH2:29][N:30]([CH3:45])[C:31](=[O:44])[C@@H:32]([N:9]2[CH2:10][CH2:11][CH:6]([N:5]([CH2:4][CH:1]3[CH2:2][CH2:3]3)[CH2:12][CH2:13][CH2:14][OH:15])[CH2:7][CH2:8]2)[C:33]2[CH:38]=[CH:37][CH:36]=[CH:35][CH:34]=2)[CH:21]=[C:22]([C:24]([F:26])([F:27])[F:25])[CH:23]=1. The catalyst class is: 21. (2) Reactant: [F:1][C:2]1[CH:7]=[CH:6][C:5]([CH:8]2[C:17]([CH3:19])([CH3:18])[CH2:16][C:15]3[C:10](=[CH:11][CH:12]=[C:13]([C:20]([O:22][CH3:23])=[O:21])[CH:14]=3)[NH:9]2)=[CH:4][C:3]=1[N+:24]([O-])=O.[CH:27]1([C:31](O)=[O:32])[CH2:30][CH2:29][CH2:28]1.C(N(CC)C(C)C)(C)C.P(Cl)(Cl)(Cl)=O. Product: [CH:27]1([C:31]([NH:24][C:3]2[CH:4]=[C:5]([CH:8]3[C:17]([CH3:19])([CH3:18])[CH2:16][C:15]4[C:10](=[CH:11][CH:12]=[C:13]([C:20]([O:22][CH3:23])=[O:21])[CH:14]=4)[NH:9]3)[CH:6]=[CH:7][C:2]=2[F:1])=[O:32])[CH2:30][CH2:29][CH2:28]1. The catalyst class is: 4. (3) Product: [C:1](/[CH:3]=[CH:4]/[S:5]([C:8]1[CH:9]=[CH:10][C:11]([C:14]([CH3:19])([CH3:18])[C:15]([NH:23][CH2:20][C:21]#[CH:22])=[O:17])=[CH:12][CH:13]=1)(=[O:6])=[O:7])#[N:2]. The catalyst class is: 583. Reactant: [C:1](/[CH:3]=[CH:4]/[S:5]([C:8]1[CH:13]=[CH:12][C:11]([C:14]([CH3:19])([CH3:18])[C:15]([OH:17])=O)=[CH:10][CH:9]=1)(=[O:7])=[O:6])#[N:2].[CH2:20]([NH2:23])[C:21]#[CH:22].Cl.CN(C)CCCN=C=NCC.ON1C2C=CC=CC=2N=N1.